Dataset: Forward reaction prediction with 1.9M reactions from USPTO patents (1976-2016). Task: Predict the product of the given reaction. Given the reactants [C:1]([O:5][C:6](=[O:32])[CH2:7][CH2:8][CH:9]1[NH:14][CH2:13][CH2:12][N:11]([C:15]2[C:25]([C:26]#[N:27])=[CH:24][C:18]([C:19]([O:21][CH2:22][CH3:23])=[O:20])=[C:17]([C:28]([F:31])([F:30])[F:29])[N:16]=2)[CH2:10]1)([CH3:4])([CH3:3])[CH3:2].[C:33]1([S:39]([N:42]=[C:43]=[O:44])(=[O:41])=[O:40])[CH:38]=[CH:37][CH:36]=[CH:35][CH:34]=1, predict the reaction product. The product is: [C:1]([O:5][C:6](=[O:32])[CH2:7][CH2:8][CH:9]1[N:14]([C:43]([NH:42][S:39]([C:33]2[CH:34]=[CH:35][CH:36]=[CH:37][CH:38]=2)(=[O:41])=[O:40])=[O:44])[CH2:13][CH2:12][N:11]([C:15]2[C:25]([C:26]#[N:27])=[CH:24][C:18]([C:19]([O:21][CH2:22][CH3:23])=[O:20])=[C:17]([C:28]([F:30])([F:31])[F:29])[N:16]=2)[CH2:10]1)([CH3:2])([CH3:3])[CH3:4].